From a dataset of Reaction yield outcomes from USPTO patents with 853,638 reactions. Predict the reaction yield, written as a fraction of the theoretical maximum amount of product (1.0 means a 100% yield; for example, 0.34 means a 34% yield). (1) The reactants are C([NH:8][C@H:9]1[CH2:14][CH2:13][C@H:12]([C:15]2[CH:20]=[CH:19][C:18]([O:21][Si:22]([C:25]([CH3:28])([CH3:27])[CH3:26])([CH3:24])[CH3:23])=[CH:17][C:16]=2[O:29][Si:30]([C:33]([CH3:36])([CH3:35])[CH3:34])([CH3:32])[CH3:31])[CH2:11][CH2:10]1)C1C=CC=CC=1. The catalyst is C(O)C.[Pd]. The product is [Si:30]([O:29][C:16]1[CH:17]=[C:18]([O:21][Si:22]([C:25]([CH3:26])([CH3:27])[CH3:28])([CH3:24])[CH3:23])[CH:19]=[CH:20][C:15]=1[C@H:12]1[CH2:11][CH2:10][C@H:9]([NH2:8])[CH2:14][CH2:13]1)([C:33]([CH3:34])([CH3:35])[CH3:36])([CH3:32])[CH3:31]. The yield is 0.970. (2) The reactants are Cl[CH2:2][C:3]1[CH:4]=[C:5]([C:9]2[NH:26][C:12]3[N:13]=[CH:14][N:15]=[C:16]([NH:17][C@@H:18]([C:20]4[CH:25]=[CH:24][CH:23]=[CH:22][CH:21]=4)[CH3:19])[C:11]=3[CH:10]=2)[CH:6]=[CH:7][CH:8]=1.[CH3:27][NH:28][CH3:29]. The catalyst is C(O)C. The product is [NH3:13].[CH3:27][N:28]([CH2:2][C:3]1[CH:4]=[C:5]([C:9]2[NH:26][C:12]3[N:13]=[CH:14][N:15]=[C:16]([NH:17][C@@H:18]([C:20]4[CH:25]=[CH:24][CH:23]=[CH:22][CH:21]=4)[CH3:19])[C:11]=3[CH:10]=2)[CH:6]=[CH:7][CH:8]=1)[CH3:29]. The yield is 0.0100. (3) The reactants are C([NH:4][C:5]1[CH:6]=[C:7]2[C:12](=[CH:13][CH:14]=1)[CH:11]=[C:10]([S:15]([NH:18][CH2:19][C:20]1[CH:25]=[CH:24][CH:23]=[CH:22][CH:21]=1)(=[O:17])=[O:16])[CH:9]=[CH:8]2)(=O)C.C(O)CC.[ClH:30]. The catalyst is O. The yield is 0.742. The product is [ClH:30].[NH2:4][C:5]1[CH:6]=[C:7]2[C:12](=[CH:13][CH:14]=1)[CH:11]=[C:10]([S:15]([NH:18][CH2:19][C:20]1[CH:21]=[CH:22][CH:23]=[CH:24][CH:25]=1)(=[O:17])=[O:16])[CH:9]=[CH:8]2. (4) The reactants are Br[CH2:2][CH2:3][CH2:4][CH2:5][CH2:6][CH2:7][Br:8].[C:9]1(=[O:19])[NH:13][C:12](=[O:14])[C:11]2=[CH:15][CH:16]=[CH:17][CH:18]=[C:10]12.[K]. The catalyst is CC(C)=O. The product is [Br:8][CH2:7][CH2:6][CH2:5][CH2:4][CH2:3][CH2:2][N:13]1[C:9](=[O:19])[C:10]2[C:11](=[CH:15][CH:16]=[CH:17][CH:18]=2)[C:12]1=[O:14]. The yield is 0.750. (5) The reactants are [NH2:1][C@H:2]([CH2:22][C:23]1[CH:28]=[C:27]([F:29])[C:26]([F:30])=[CH:25][C:24]=1[F:31])[CH2:3][C:4]([N:6]1[CH2:11][CH2:10][N:9]2[C:12]([C:18]([F:21])([F:20])[F:19])=[N:13][C:14]([C:15]([OH:17])=[O:16])=[C:8]2[CH2:7]1)=[O:5].[OH-].[Na+:33]. The catalyst is CO. The product is [NH2:1][C@H:2]([CH2:22][C:23]1[CH:28]=[C:27]([F:29])[C:26]([F:30])=[CH:25][C:24]=1[F:31])[CH2:3][C:4]([N:6]1[CH2:11][CH2:10][N:9]2[C:12]([C:18]([F:21])([F:19])[F:20])=[N:13][C:14]([C:15]([O-:17])=[O:16])=[C:8]2[CH2:7]1)=[O:5].[Na+:33]. The yield is 0.997. (6) The reactants are [CH3:1][C:2]1([CH3:23])[C:6]([CH3:8])([CH3:7])[O:5][B:4]([C:9]2[CH:18]=[C:17]3[C:12]([CH:13]=[CH:14][CH:15]=[C:16]3[C:19]([O:21]C)=[O:20])=[CH:11][CH:10]=2)[O:3]1.O.[Li+].[OH-]. The catalyst is C1COCC1. The product is [CH3:7][C:6]1([CH3:8])[C:2]([CH3:1])([CH3:23])[O:3][B:4]([C:9]2[CH:18]=[C:17]3[C:12]([CH:13]=[CH:14][CH:15]=[C:16]3[C:19]([OH:21])=[O:20])=[CH:11][CH:10]=2)[O:5]1. The yield is 0.769. (7) The reactants are [CH3:1][O:2][CH2:3][CH2:4][N:5]1[CH:14]2[CH2:15][CH2:16][CH:6]1[C:7]1[CH:8]=[C:9]([NH2:17])[CH:10]=[CH:11][C:12]=1[CH2:13]2.Cl[C:19]1[N:24]=[C:23]([NH:25][C@@H:26]2[CH2:31][CH2:30][CH2:29][CH2:28][C@H:27]2[NH:32][S:33]([CH3:36])(=[O:35])=[O:34])[C:22]([Cl:37])=[CH:21][N:20]=1. No catalyst specified. The product is [Cl:37][C:22]1[C:23]([NH:25][C@@H:26]2[CH2:31][CH2:30][CH2:29][CH2:28][C@H:27]2[NH:32][S:33]([CH3:36])(=[O:35])=[O:34])=[N:24][C:19]([NH:17][C:9]2[CH:10]=[CH:11][C:12]3[CH2:13][CH:14]4[N:5]([CH2:4][CH2:3][O:2][CH3:1])[CH:6]([CH2:16][CH2:15]4)[C:7]=3[CH:8]=2)=[N:20][CH:21]=1. The yield is 0.470. (8) The reactants are [CH2:1]([C:3]1[CH:4]=[C:5]([OH:24])[CH:6]=[CH:7][C:8]=1[O:9][CH2:10][CH2:11][C:12]1[N:13]=[C:14]([C:18]2[CH:23]=[CH:22][CH:21]=[CH:20][CH:19]=2)[O:15][C:16]=1[CH3:17])[CH3:2].Br[CH2:26][C:27]([O:29][CH2:30][CH3:31])=[O:28].C(=O)([O-])[O-].[Cs+].[Cs+]. The catalyst is CN(C=O)C. The product is [CH2:30]([O:29][C:27](=[O:28])[CH2:26][O:24][C:5]1[CH:6]=[CH:7][C:8]([O:9][CH2:10][CH2:11][C:12]2[N:13]=[C:14]([C:18]3[CH:19]=[CH:20][CH:21]=[CH:22][CH:23]=3)[O:15][C:16]=2[CH3:17])=[C:3]([CH2:1][CH3:2])[CH:4]=1)[CH3:31]. The yield is 0.680. (9) The reactants are [CH3:1][C:2]1([CH3:24])[CH2:7][O:6][C:5](=[S:8])[N:4]([CH2:9][C:10]2[CH:15]=[CH:14][CH:13]=[CH:12][C:11]=2[NH:16][S:17]([C:20]([F:23])([F:22])[F:21])(=[O:19])=[O:18])[CH2:3]1.C(=O)([O-])O.[Na+].Cl[C:31]([O:33][CH3:34])=[O:32].O. The product is [CH3:1][C:2]1([CH3:24])[CH2:7][O:6][C:5](=[S:8])[N:4]([CH2:9][C:10]2[CH:15]=[CH:14][CH:13]=[CH:12][C:11]=2[N:16]([C:31]([O:33][CH3:34])=[O:32])[S:17]([C:20]([F:23])([F:21])[F:22])(=[O:19])=[O:18])[CH2:3]1. The yield is 0.470. The catalyst is C(#N)C. (10) The reactants are [CH3:1][N:2]1[C@@H:19]2[CH2:20][C:7]3[CH:8]=[CH:9][C:10]([O:22][CH3:23])=[C:11]4[O:12][C@H:13]5[C:14]([CH2:16][CH2:17][C@:18]2([OH:21])[C@:5]5([C:6]=34)[CH2:4][CH2:3]1)=[O:15].Cl. The catalyst is C(Cl)(Cl)Cl. The product is [CH3:1][N:2]1[C@@H:19]2[CH2:20][C:7]3[CH:8]=[CH:9][C:10]([O:22][CH3:23])=[C:11]4[O:12][C@H:13]5[C:14]([CH2:16][CH2:17][C@:18]2([OH:21])[C@:5]5([C:6]=34)[CH2:4][CH2:3]1)=[O:15]. The yield is 0.930.